From a dataset of Full USPTO retrosynthesis dataset with 1.9M reactions from patents (1976-2016). Predict the reactants needed to synthesize the given product. (1) Given the product [OH:9][CH2:8][CH2:7][CH2:6][CH2:5][CH2:4][CH2:3][CH2:2][N:28]1[CH2:29][CH2:30][C:24]2([O:23][CH2:22][CH2:21][N:20]([C:18]([C:15]3[CH:14]=[C:13]([CH:10]([CH3:11])[CH3:12])[S:17][CH:16]=3)=[O:19])[CH2:25]2)[CH2:26][CH2:27]1, predict the reactants needed to synthesize it. The reactants are: Br[CH2:2][CH2:3][CH2:4][CH2:5][CH2:6][CH2:7][CH2:8][OH:9].[CH:10]([C:13]1[S:17][CH:16]=[C:15]([C:18]([N:20]2[CH2:25][C:24]3([CH2:30][CH2:29][NH:28][CH2:27][CH2:26]3)[O:23][CH2:22][CH2:21]2)=[O:19])[CH:14]=1)([CH3:12])[CH3:11].C(N(CC)CC)C. (2) Given the product [NH2:27][C:24]1[N:23]=[CH:22][C:21]([C:18]2[CH:19]=[N:20][C:15]([NH:14][C:12]([NH:11][C:8]3[CH:7]=[C:6]([C:3]4([C:2]([F:47])([F:48])[F:1])[CH2:5][CH2:4]4)[O:10][N:9]=3)=[O:13])=[CH:16][CH:17]=2)=[CH:26][CH:25]=1, predict the reactants needed to synthesize it. The reactants are: [F:1][C:2]([F:48])([F:47])[C:3]1([C:6]2[O:10][N:9]=[C:8]([NH:11][C:12]([NH:14][C:15]3[N:20]=[CH:19][C:18]([C:21]4[CH:22]=[N:23][C:24]([NH:27]C(C5C=CC=CC=5)(C5C=CC=CC=5)C5C=CC=CC=5)=[CH:25][CH:26]=4)=[CH:17][CH:16]=3)=[O:13])[CH:7]=2)[CH2:5][CH2:4]1.C(O)(C(F)(F)F)=O. (3) Given the product [CH2:9]([O:8][C:6](=[O:7])[C:5](=[CH:11][N:12]([CH3:25])[C:13]1[S:14][C:15]([CH2:28][N:29]2[CH2:34][CH2:33][O:32][CH2:31][CH2:30]2)=[CH:16][C:17]=1[C:18]([O:20][C:21]([CH3:24])([CH3:23])[CH3:22])=[O:19])[C:4]([O:3][CH2:1][CH3:2])=[O:26])[CH3:10], predict the reactants needed to synthesize it. The reactants are: [CH2:1]([O:3][C:4](=[O:26])[C:5](=[CH:11][N:12]([CH3:25])[C:13]1[S:14][CH:15]=[CH:16][C:17]=1[C:18]([O:20][C:21]([CH3:24])([CH3:23])[CH3:22])=[O:19])[C:6]([O:8][CH2:9][CH3:10])=[O:7])[CH3:2].[Cl-].[CH2:28]=[N+:29]1[CH2:34][CH2:33][O:32][CH2:31][CH2:30]1.C(=O)([O-])[O-].[Na+].[Na+]. (4) Given the product [C:28]([O:27][C:25]([NH:24][CH2:23][CH2:22][C:11]1[C:12]([O:20][CH3:21])=[N:13][C:14]([C:16]([F:19])([F:18])[F:17])=[CH:15][C:10]=1[CH2:9][O:8][Si:1]([C:4]([CH3:7])([CH3:6])[CH3:5])([CH3:3])[CH3:2])=[O:26])([CH3:31])([CH3:30])[CH3:29], predict the reactants needed to synthesize it. The reactants are: [Si:1]([O:8][CH2:9][C:10]1[CH:15]=[C:14]([C:16]([F:19])([F:18])[F:17])[N:13]=[C:12]([O:20][CH3:21])[C:11]=1[CH2:22][CH2:23][NH2:24])([C:4]([CH3:7])([CH3:6])[CH3:5])([CH3:3])[CH3:2].[C:25](O[C:25]([O:27][C:28]([CH3:31])([CH3:30])[CH3:29])=[O:26])([O:27][C:28]([CH3:31])([CH3:30])[CH3:29])=[O:26].